Dataset: Catalyst prediction with 721,799 reactions and 888 catalyst types from USPTO. Task: Predict which catalyst facilitates the given reaction. (1) Reactant: Br[CH2:2][C:3]1[CH:8]=[CH:7][C:6]([C:9]2([C:12]([O:14][CH3:15])=[O:13])[CH2:11][CH2:10]2)=[CH:5][CH:4]=1.[OH:16][C:17]1[CH:18]=[C:19]([CH:28]=[CH:29][CH:30]=1)[C:20]([C:22]1[CH:27]=[CH:26][CH:25]=[CH:24][CH:23]=1)=[O:21].C(=O)([O-])[O-].[K+].[K+]. Product: [C:20]([C:19]1[CH:18]=[C:17]([CH:30]=[CH:29][CH:28]=1)[O:16][CH2:2][C:3]1[CH:8]=[CH:7][C:6]([C:9]2([C:12]([O:14][CH3:15])=[O:13])[CH2:11][CH2:10]2)=[CH:5][CH:4]=1)(=[O:21])[C:22]1[CH:23]=[CH:24][CH:25]=[CH:26][CH:27]=1. The catalyst class is: 35. (2) Reactant: [C:1]([CH2:3][CH2:4][NH:5][CH:6]([CH2:10][C:11]([F:14])([F:13])[F:12])[C:7]([OH:9])=[O:8])#[N:2].C[O-].[Na+].[H][H]. Product: [NH2:2][CH2:1][CH2:3][CH2:4][NH:5][CH:6]([CH2:10][C:11]([F:12])([F:13])[F:14])[C:7]([OH:9])=[O:8]. The catalyst class is: 24. (3) Reactant: [CH3:1][C@@H:2]1[CH2:6][C:5]2[C:7]([CH:32]3[CH2:37][CH2:36][NH:35][CH2:34][CH2:33]3)=[C:8]([CH3:31])[CH:9]=[C:10]([NH:11][C:12]3[N:17]=[C:16]([NH:18][C:19]4[CH:24]=[CH:23][CH:22]=[CH:21][C:20]=4[S:25]([CH:28]([CH3:30])[CH3:29])(=[O:27])=[O:26])[N:15]=[CH:14][N:13]=3)[C:4]=2[O:3]1.CCN(CC)CC.[C:45](Cl)(=[O:47])[CH3:46]. Product: [CH:28]([S:25]([C:20]1[CH:21]=[CH:22][CH:23]=[CH:24][C:19]=1[NH:18][C:16]1[N:15]=[CH:14][N:13]=[C:12]([NH:11][C:10]2[C:4]3[O:3][C@H:2]([CH3:1])[CH2:6][C:5]=3[C:7]([CH:32]3[CH2:33][CH2:34][N:35]([C:45](=[O:47])[CH3:46])[CH2:36][CH2:37]3)=[C:8]([CH3:31])[CH:9]=2)[N:17]=1)(=[O:27])=[O:26])([CH3:29])[CH3:30]. The catalyst class is: 34. (4) Reactant: [C:1](O[BH-](OC(=O)C)OC(=O)C)(=O)C.[Na+].[Cl:15][C:16]1[C:21]([CH:22]2[CH2:27][CH2:26][NH:25][CH2:24][CH2:23]2)=[CH:20][C:19]([C:28]#[N:29])=[CH:18][C:17]=1[NH:30][C:31]1[N:36]=[C:35]([N:37]([CH:47]2[CH2:49][CH2:48]2)CC2C=CC(OC)=CC=2)[C:34]2=[N:50][CH:51]=[C:52]([C:53]#[N:54])[N:33]2[N:32]=1.C=O.O.CC(O)=O.C([O-])(O)=O.[Na+].C1(OC)C=CC=CC=1.C(O)(C(F)(F)F)=O. Product: [Cl:15][C:16]1[C:21]([CH:22]2[CH2:23][CH2:24][N:25]([CH3:1])[CH2:26][CH2:27]2)=[CH:20][C:19]([C:28]#[N:29])=[CH:18][C:17]=1[NH:30][C:31]1[N:36]=[C:35]([NH:37][CH:47]2[CH2:49][CH2:48]2)[C:34]2=[N:50][CH:51]=[C:52]([C:53]#[N:54])[N:33]2[N:32]=1. The catalyst class is: 26. (5) Reactant: [C:1]([C:5]1[CH:10]=[CH:9][C:8]([S:11]([NH:14][C:15]2[CH:20]=[CH:19][C:18](I)=[CH:17][C:16]=2[C:22]2[N:26]([CH3:27])[C:25]([CH2:28][CH3:29])=[N:24][N:23]=2)(=[O:13])=[O:12])=[CH:7][CH:6]=1)([CH3:4])([CH3:3])[CH3:2].[C:30]([Cu])#[N:31].CN(C=O)C. The catalyst class is: 25. Product: [C:1]([C:5]1[CH:10]=[CH:9][C:8]([S:11]([NH:14][C:15]2[CH:20]=[CH:19][C:18]([C:30]#[N:31])=[CH:17][C:16]=2[C:22]2[N:26]([CH3:27])[C:25]([CH2:28][CH3:29])=[N:24][N:23]=2)(=[O:13])=[O:12])=[CH:7][CH:6]=1)([CH3:4])([CH3:3])[CH3:2]. (6) Reactant: [C:1]1(=O)[CH2:5][CH2:4][CH2:3][CH2:2]1.[Cl:7][C:8]1[CH:13]=[CH:12][C:11]([C:14]2[CH:15]=[CH:16][C:17]([C:20]#[C:21][C:22]3[CH:33]=[CH:32][C:25]([O:26][CH2:27][C:28]4([NH2:31])[CH2:30][CH2:29]4)=[C:24]([CH3:34])[CH:23]=3)=[N:18][CH:19]=2)=[CH:10][CH:9]=1.C(O[BH-](OC(=O)C)OC(=O)C)(=O)C.[Na+].CC(O)=O.C(=O)(O)[O-].[Na+]. Product: [Cl:7][C:8]1[CH:9]=[CH:10][C:11]([C:14]2[CH:15]=[CH:16][C:17]([C:20]#[C:21][C:22]3[CH:33]=[CH:32][C:25]([O:26][CH2:27][C:28]4([NH:31][CH:1]5[CH2:5][CH2:4][CH2:3][CH2:2]5)[CH2:30][CH2:29]4)=[C:24]([CH3:34])[CH:23]=3)=[N:18][CH:19]=2)=[CH:12][CH:13]=1. The catalyst class is: 1. (7) Reactant: [O:1]=[C:2]1[CH2:5][N:4]([C:6]([O:8][C:9]([CH3:12])([CH3:11])[CH3:10])=[O:7])[CH2:3]1.[CH3:13][Mg]Br. Product: [OH:1][C:2]1([CH3:13])[CH2:5][N:4]([C:6]([O:8][C:9]([CH3:12])([CH3:11])[CH3:10])=[O:7])[CH2:3]1. The catalyst class is: 27. (8) Reactant: O.C([O:9][C@@H:10]1[C@@H:16]([CH2:17][OH:18])[O:15][CH:13]([OH:14])[CH2:12][C@H:11]1[O:19][C:20](=[O:26])[CH2:21][CH2:22][CH2:23][CH2:24][CH3:25])C1C=CC=CC=1.[H][H]. Product: [CH3:25][CH2:24][CH2:23][CH2:22][CH2:21][C:20]([O:19][C@@H:11]([C@@H:10]([C@@H:16]([CH2:17][OH:18])[OH:15])[OH:9])[CH2:12][CH:13]=[O:14])=[O:26]. The catalyst class is: 29. (9) Reactant: [Br:1][C:2]1[CH:7]=[CH:6][C:5]([C:8]([NH2:11])([CH3:10])[CH3:9])=[CH:4][CH:3]=1.Cl.[O:13](C(OC(C)(C)C)=O)[C:14]([O:16][C:17]([CH3:20])([CH3:19])[CH3:18])=O. Product: [Br:1][C:2]1[CH:3]=[CH:4][C:5]([C:8]([NH:11][C:14](=[O:13])[O:16][C:17]([CH3:20])([CH3:19])[CH3:18])([CH3:9])[CH3:10])=[CH:6][CH:7]=1. The catalyst class is: 2.